From a dataset of Full USPTO retrosynthesis dataset with 1.9M reactions from patents (1976-2016). Predict the reactants needed to synthesize the given product. (1) Given the product [CH2:1]([O:3][C:4]1[C:13]2[C:8](=[CH:9][CH:10]=[C:11]([CH:14]=[C:15]3[S:19][C:18]([NH:37][CH2:38][CH2:39][CH:40]4[CH2:45][CH2:44][O:43][CH2:42][CH2:41]4)=[N:17][C:16]3=[O:21])[CH:12]=2)[N:7]=[C:6]([NH:22][C:23](=[O:25])[CH3:24])[CH:5]=1)[CH3:2], predict the reactants needed to synthesize it. The reactants are: [CH2:1]([O:3][C:4]1[C:13]2[C:8](=[CH:9][CH:10]=[C:11]([CH:14]=[C:15]3[S:19][C:18](=S)[NH:17][C:16]3=[O:21])[CH:12]=2)[N:7]=[C:6]([NH:22][C:23](=[O:25])[CH3:24])[CH:5]=1)[CH3:2].C(N(C(C)C)CC)(C)C.CI.[NH2:37][CH2:38][CH2:39][CH:40]1[CH2:45][CH2:44][O:43][CH2:42][CH2:41]1. (2) Given the product [CH3:4][O:3][Si:2]([O:10][CH3:9])([O:7][CH3:8])[O:5][CH3:6], predict the reactants needed to synthesize it. The reactants are: C[Si:2]([O:7][CH3:8])([O:5][CH3:6])[O:3][CH3:4].[CH3:9][OH:10].